This data is from Catalyst prediction with 721,799 reactions and 888 catalyst types from USPTO. The task is: Predict which catalyst facilitates the given reaction. (1) Reactant: [Cl:1][C:2]1[CH:7]=[CH:6][C:5]([C@@:8]23[O:15][C@@:12]([CH2:16][OH:17])([CH2:13][O:14]2)[C@@H:11]([OH:18])[C@H:10]([OH:19])[C@H:9]3[OH:20])=[CH:4][C:3]=1[CH2:21][C:22]1[CH:27]=[CH:26][C:25]([OH:28])=[CH:24][CH:23]=1.C(=O)([O-])[O-].[K+].[K+].Br[CH2:36][CH2:37][O:38]CC1C=CC=CC=1.O. Product: [Cl:1][C:2]1[CH:7]=[CH:6][C:5]([C@@:8]23[O:15][C@@:12]([CH2:16][OH:17])([CH2:13][O:14]2)[C@@H:11]([OH:18])[C@H:10]([OH:19])[C@H:9]3[OH:20])=[CH:4][C:3]=1[CH2:21][C:22]1[CH:23]=[CH:24][C:25]([O:28][CH2:36][CH2:37][OH:38])=[CH:26][CH:27]=1. The catalyst class is: 115. (2) Reactant: [C:1]1([O:7][C:8]2[CH:17]=[CH:16][C:11]([C:12]([O:14]C)=[O:13])=[C:10]([C:18]([F:21])([F:20])[F:19])[CH:9]=2)[CH:6]=[CH:5][CH:4]=[CH:3][CH:2]=1.[OH-].[Na+]. Product: [C:1]1([O:7][C:8]2[CH:17]=[CH:16][C:11]([C:12]([OH:14])=[O:13])=[C:10]([C:18]([F:19])([F:20])[F:21])[CH:9]=2)[CH:2]=[CH:3][CH:4]=[CH:5][CH:6]=1. The catalyst class is: 8. (3) Reactant: C(OC([N:8]1[CH2:13][CH2:12][CH:11]([N:14]2[C:19]3[CH:20]=[CH:21][CH:22]=[CH:23][C:18]=3[O:17][CH2:16][C:15]2=[O:24])[CH2:10][CH2:9]1)=O)(C)(C)C.C(O)(C(F)(F)F)=O.C(Cl)Cl. Product: [NH:8]1[CH2:9][CH2:10][CH:11]([N:14]2[C:19]3[CH:20]=[CH:21][CH:22]=[CH:23][C:18]=3[O:17][CH2:16][C:15]2=[O:24])[CH2:12][CH2:13]1. The catalyst class is: 28. (4) Product: [NH2:8][C:9]1[N:14]=[C:13]([CH2:15][CH2:16][NH:17][C:25]2[CH:26]=[CH:27][C:28]([NH:31][C:32](=[O:33])[C:34]3[CH:39]=[CH:38][C:37]([CH3:40])=[N:36][C:35]=3[N:41]3[CH2:46][CH2:45][CH:44]([CH3:47])[CH2:43][CH2:42]3)=[CH:29][CH:30]=2)[CH:12]=[CH:11][CH:10]=1. Reactant: C(OC([NH:8][C:9]1[N:14]=[C:13]([CH2:15][CH2:16][N:17]([C:25]2[CH:30]=[CH:29][C:28]([NH:31][C:32]([C:34]3[C:35]([N:41]4[CH2:46][CH2:45][CH:44]([CH3:47])[CH2:43][CH2:42]4)=[N:36][C:37]([CH3:40])=[CH:38][CH:39]=3)=[O:33])=[CH:27][CH:26]=2)C(=O)OC(C)(C)C)[CH:12]=[CH:11][CH:10]=1)=O)(C)(C)C.FC(F)(F)C(O)=O. The catalyst class is: 4. (5) Reactant: [CH3:1][N:2]([CH3:14])[C:3]1[CH:13]=[CH:12][C:6]2[S:7][C:8]([CH2:10][OH:11])=[CH:9][C:5]=2[CH:4]=1.C(N(CC)CC)C.C1C=CN=CC=1.O=S(=O)=O.O. Product: [CH3:1][N:2]([CH3:14])[C:3]1[CH:13]=[CH:12][C:6]2[S:7][C:8]([CH:10]=[O:11])=[CH:9][C:5]=2[CH:4]=1. The catalyst class is: 148. (6) Reactant: FC(F)(F)S(O[C:7]1[CH:8]=[CH:9][CH:10]=[C:11]2[C:16]=1[N:15]=[C:14]([C:17]1[N:21]3[CH:22]=[CH:23][CH:24]=[CH:25][C:20]3=[N:19][N:18]=1)[CH:13]=[CH:12]2)(=O)=O.[NH:28]1[CH2:33][CH2:32][CH2:31][C@@H:30]([NH:34][C:35](=[O:41])[O:36][C:37]([CH3:40])([CH3:39])[CH3:38])[CH2:29]1.C(=O)([O-])[O-].[Cs+].[Cs+].C1(P(C2C=CC=CC=2)C2C=CC3C(=CC=CC=3)C=2C2C3C(=CC=CC=3)C=CC=2P(C2C=CC=CC=2)C2C=CC=CC=2)C=CC=CC=1. Product: [N:19]1[N:18]=[C:17]([C:14]2[CH:13]=[CH:12][C:11]3[C:16](=[C:7]([N:28]4[CH2:33][CH2:32][CH2:31][C@@H:30]([NH:34][C:35](=[O:41])[O:36][C:37]([CH3:39])([CH3:38])[CH3:40])[CH2:29]4)[CH:8]=[CH:9][CH:10]=3)[N:15]=2)[N:21]2[CH:22]=[CH:23][CH:24]=[CH:25][C:20]=12. The catalyst class is: 110. (7) Reactant: [C:1]([C:5]1[CH:6]=[C:7]([NH:11][C:12]([NH:14][C:15]2[CH:20]=[CH:19][C:18]([O:21][CH:22]3[CH2:27][CH2:26][NH:25][CH2:24][CH2:23]3)=[CH:17][CH:16]=2)=[O:13])[N:8]([CH3:10])[N:9]=1)([CH3:4])([CH3:3])[CH3:2].ON1C2C=CC=CC=2N=N1.[C:38](O)(=[O:45])[C:39]1[CH:44]=[CH:43][CH:42]=[CH:41][CH:40]=1.C1CCC(N=C=NC2CCCCC2)CC1. Product: [C:1]([C:5]1[CH:6]=[C:7]([NH:11][C:12]([NH:14][C:15]2[CH:20]=[CH:19][C:18]([O:21][CH:22]3[CH2:27][CH2:26][N:25]([C:38](=[O:45])[C:39]4[CH:44]=[CH:43][CH:42]=[CH:41][CH:40]=4)[CH2:24][CH2:23]3)=[CH:17][CH:16]=2)=[O:13])[N:8]([CH3:10])[N:9]=1)([CH3:4])([CH3:2])[CH3:3]. The catalyst class is: 410. (8) Reactant: [F:1][C:2]1[C:3]([OH:28])=[CH:4][C:5]2[CH2:11][CH2:10][CH2:9][C:8]([C:12]3[CH:17]=[CH:16][C:15]([F:18])=[C:14]([OH:19])[CH:13]=3)=[C:7]([CH2:20][CH2:21][CH2:22][CH2:23][CH2:24][CH2:25]O)[C:6]=2[CH:27]=1.C1(P(C2C=CC=CC=2)C2C=CC=CC=2)C=CC=CC=1.C(Br)(Br)(Br)[Br:49]. Product: [Br:49][CH2:25][CH2:24][CH2:23][CH2:22][CH2:21][CH2:20][C:7]1[C:6]2[CH:27]=[C:2]([F:1])[C:3]([OH:28])=[CH:4][C:5]=2[CH2:11][CH2:10][CH2:9][C:8]=1[C:12]1[CH:17]=[CH:16][C:15]([F:18])=[C:14]([OH:19])[CH:13]=1. The catalyst class is: 13.